Dataset: Catalyst prediction with 721,799 reactions and 888 catalyst types from USPTO. Task: Predict which catalyst facilitates the given reaction. (1) Reactant: [CH3:1][N:2]1[CH2:7][CH2:6][C:5]([CH2:14][NH:15][CH3:16])([C:8]2[CH:13]=[CH:12][CH:11]=[CH:10][CH:9]=2)[CH2:4][CH2:3]1.[C:17]([C:19]1[CH:20]=[C:21]([C:29](Cl)=[O:30])[C:22]2[C:27]([CH:28]=1)=[CH:26][CH:25]=[CH:24][CH:23]=2)#[N:18]. Product: [CH3:1][N:2]1[CH2:7][CH2:6][C:5]([C:8]2[CH:9]=[CH:10][CH:11]=[CH:12][CH:13]=2)([CH2:14][N:15]([CH3:16])[C:29]([C:21]2[C:22]3[C:27](=[CH:26][CH:25]=[CH:24][CH:23]=3)[CH:28]=[C:19]([C:17]#[N:18])[CH:20]=2)=[O:30])[CH2:4][CH2:3]1. The catalyst class is: 28. (2) Reactant: [C:1]([O:10][CH2:11][CH3:12])(=[O:9])[CH2:2][CH2:3][C:4]([O:6][CH2:7][CH3:8])=[O:5].[F:13][C:14]1[CH:15]=[C:16]([C:24](OC)=[O:25])[C:17]([C:20](OC)=[O:21])=[CH:18][CH:19]=1.[Li+].C[Si]([N-][Si](C)(C)C)(C)C.Cl. Product: [F:13][C:14]1[CH:15]=[C:16]2[C:17](=[CH:18][CH:19]=1)[C:20]([OH:21])=[C:2]([C:1]([O:10][CH2:11][CH3:12])=[O:9])[C:3]([C:4]([O:6][CH2:7][CH3:8])=[O:5])=[C:24]2[OH:25]. The catalyst class is: 1.